This data is from Catalyst prediction with 721,799 reactions and 888 catalyst types from USPTO. The task is: Predict which catalyst facilitates the given reaction. (1) Reactant: C1(P(C2C=CC=CC=2)C2C=CC=CC=2)C=CC=CC=1.O[C:21]1[C:22]2[CH2:31][CH2:30][N:29]([C:32]([O:34][C:35]([CH3:38])([CH3:37])[CH3:36])=[O:33])[CH2:28][C:23]=2[N:24]=[C:25]([CH3:27])[N:26]=1.C(Cl)(Cl)(Cl)[Cl:40]. Product: [Cl:40][C:21]1[C:22]2[CH2:31][CH2:30][N:29]([C:32]([O:34][C:35]([CH3:38])([CH3:37])[CH3:36])=[O:33])[CH2:28][C:23]=2[N:24]=[C:25]([CH3:27])[N:26]=1. The catalyst class is: 26. (2) Reactant: [Br:1][C:2]1[CH:7]=[CH:6][N:5]2[C:8](=[O:11])[NH:9][N:10]=[C:4]2[C:3]=1[I:12].C([O-])([O-])=O.[K+].[K+].I[CH2:20][CH:21]([CH3:23])[CH3:22]. Product: [Br:1][C:2]1[CH:7]=[CH:6][N:5]2[C:8](=[O:11])[N:9]([CH2:20][CH:21]([CH3:23])[CH3:22])[N:10]=[C:4]2[C:3]=1[I:12]. The catalyst class is: 3. (3) Reactant: [CH2:1]([N:7]1[C:12](=O)[CH:11]2[CH:9]([C:10]2([CH:23]([CH3:25])[CH3:24])[C:14]2[CH:19]=[CH:18][CH:17]=[C:16]([N+:20]([O-:22])=[O:21])[CH:15]=2)[C:8]1=O)[CH2:2][CH2:3][CH2:4][CH2:5][CH3:6].O1CCCC1.B.CO. Product: [CH2:1]([N:7]1[CH2:12][CH:11]2[CH:9]([C:10]2([CH:23]([CH3:24])[CH3:25])[C:14]2[CH:19]=[CH:18][CH:17]=[C:16]([N+:20]([O-:22])=[O:21])[CH:15]=2)[CH2:8]1)[CH2:2][CH2:3][CH2:4][CH2:5][CH3:6]. The catalyst class is: 7.